Task: Predict the reaction yield, written as a fraction of the theoretical maximum amount of product (1.0 means a 100% yield; for example, 0.34 means a 34% yield).. Dataset: Reaction yield outcomes from USPTO patents with 853,638 reactions (1) The reactants are [N:1]1([C:6]2[CH:11]=[CH:10][CH:9]=[CH:8][C:7]=2[NH:12][C:13]([C:15]2[C:23]3[C:22]4[CH:24]=[CH:25][CH:26]=[CH:27][C:21]=4[S:20][C:19]=3[CH:18]=[CH:17][CH:16]=2)=[O:14])[CH:5]=[CH:4][CH:3]=[N:2]1.ClCCl.C1C=C(Cl)C=C(C(OO)=[O:39])C=1. The catalyst is C([O-])([O-])=O.[K+].[K+]. The product is [O:39]=[C:24]1[C:22]2[C:23]3[C:15]([C:13]([NH:12][C:7]4[CH:8]=[CH:9][CH:10]=[CH:11][C:6]=4[N:1]4[CH:5]=[CH:4][CH:3]=[N:2]4)=[O:14])=[CH:16][CH:17]=[CH:18][C:19]=3[S:20][C:21]=2[CH:27]=[CH:26][CH2:25]1. The yield is 0.310. (2) The reactants are [O:1]1[C:6]2[CH:7]=[CH:8][CH:9]=[CH:10][C:5]=2[NH:4][C:3](=[O:11])[CH2:2]1.Br[CH2:13][C@@H:14]([CH3:24])[CH2:15][O:16][Si:17]([C:20]([CH3:23])([CH3:22])[CH3:21])([CH3:19])[CH3:18].C([O-])([O-])=O.[Cs+].[Cs+]. The catalyst is CC#N. The product is [Si:17]([O:16][CH2:15][C@H:14]([CH3:24])[CH2:13][N:4]1[C:5]2[CH:10]=[CH:9][CH:8]=[CH:7][C:6]=2[O:1][CH2:2][C:3]1=[O:11])([C:20]([CH3:21])([CH3:22])[CH3:23])([CH3:18])[CH3:19]. The yield is 0.850. (3) The reactants are [Br:1][C:2]1[CH:10]=[C:9]2[C:5]([C:6]([CH:11]=[O:12])=[N:7][NH:8]2)=[CH:4][CH:3]=1.CC1C=CC(S(O)(=O)=O)=CC=1.[O:24]1[CH:29]=[CH:28][CH2:27][CH2:26][CH2:25]1. The catalyst is C(Cl)Cl.C1CCCCC1. The product is [Br:1][C:2]1[CH:10]=[C:9]2[C:5]([C:6]([CH:11]=[O:12])=[N:7][N:8]2[CH:25]2[CH2:26][CH2:27][CH2:28][CH2:29][O:24]2)=[CH:4][CH:3]=1. The yield is 0.730. (4) The reactants are [O:1]1[C:5]2([CH2:10][CH2:9][N:8]([S:11](/[CH:14]=[CH:15]/[C:16]3[CH:24]=[CH:23][C:19]([C:20]([OH:22])=[O:21])=[CH:18][C:17]=3[CH3:25])(=[O:13])=[O:12])[CH2:7][CH2:6]2)[O:4][CH2:3][CH2:2]1.CO.[H][H]. The catalyst is C1COCC1. The product is [O:4]1[C:5]2([CH2:6][CH2:7][N:8]([S:11]([CH2:14][CH2:15][C:16]3[CH:24]=[CH:23][C:19]([C:20]([OH:22])=[O:21])=[CH:18][C:17]=3[CH3:25])(=[O:13])=[O:12])[CH2:9][CH2:10]2)[O:1][CH2:2][CH2:3]1. The yield is 0.907. (5) The reactants are [H-].[Na+].C(OP([CH2:11][C:12]([O:14][CH2:15][CH3:16])=[O:13])(OCC)=O)C.[CH2:17]([C@H:19]1[C@@H:23]([C:24]2[N:28]3[C:29]4[CH:35]=[CH:34][N:33]([S:36]([C:39]5[CH:45]=[CH:44][C:42]([CH3:43])=[CH:41][CH:40]=5)(=[O:38])=[O:37])[C:30]=4[N:31]=[CH:32][C:27]3=[N:26][N:25]=2)[CH2:22][C:21](=O)[CH2:20]1)[CH3:18].C([O-])(O)=O.[Na+]. The catalyst is C1COCC1.CCOC(C)=O. The product is [CH2:17]([C@H:19]1[C@@H:23]([C:24]2[N:28]3[C:29]4[CH:35]=[CH:34][N:33]([S:36]([C:39]5[CH:40]=[CH:41][C:42]([CH3:43])=[CH:44][CH:45]=5)(=[O:37])=[O:38])[C:30]=4[N:31]=[CH:32][C:27]3=[N:26][N:25]=2)[CH2:22][C:21](=[CH:11][C:12]([O:14][CH2:15][CH3:16])=[O:13])[CH2:20]1)[CH3:18]. The yield is 0.890.